This data is from Full USPTO retrosynthesis dataset with 1.9M reactions from patents (1976-2016). The task is: Predict the reactants needed to synthesize the given product. (1) Given the product [CH3:1][O:2][C:3]1[N:8]=[CH:7][C:6]([N:9]2[CH2:13][C@@:12]3([CH2:26][CH2:25][CH2:24][C@@:23]([CH2:31][N:32]4[C:36]5[CH:37]=[C:38]([C:41]#[N:42])[CH:39]=[CH:40][C:35]=5[N:34]=[CH:33]4)([CH3:22])[CH2:30]3)[O:11][C:10]2=[O:14])=[C:5]([CH3:15])[CH:4]=1, predict the reactants needed to synthesize it. The reactants are: [CH3:1][O:2][C:3]1[N:8]=[CH:7][C:6]([NH:9][C:10](=[O:14])[O:11][CH2:12][CH3:13])=[C:5]([CH3:15])[CH:4]=1.CC(C)([O-])C.[K+].[CH3:22][C@:23]1([CH2:31][N:32]2[C:36]3[CH:37]=[C:38]([C:41]#[N:42])[CH:39]=[CH:40][C:35]=3[N:34]=[CH:33]2)[CH2:30]CC[C@:25]2(O[CH2:26]2)[CH2:24]1.C([O-])(O)=O.[Na+]. (2) Given the product [F:37][C:20]1[CH:21]=[C:22]([N:24]2[C:32]3[CH2:31][C:30]([CH3:34])([CH3:33])[CH2:29][C:28](=[O:35])[C:27]=3[C:26]([CH3:36])=[CH:25]2)[CH:23]=[C:15]([NH:14][C@H:10]2[CH2:11][CH2:12][CH2:13][C@@H:9]2[OH:8])[C:16]=1[C:17]([NH2:19])=[O:18], predict the reactants needed to synthesize it. The reactants are: C([O:8][C@H:9]1[CH2:13][CH2:12][CH2:11][C@@H:10]1[NH:14][C:15]1[CH:23]=[C:22]([N:24]2[C:32]3[CH2:31][C:30]([CH3:34])([CH3:33])[CH2:29][C:28](=[O:35])[C:27]=3[C:26]([CH3:36])=[CH:25]2)[CH:21]=[C:20]([F:37])[C:16]=1[C:17]([NH2:19])=[O:18])C1C=CC=CC=1.